Predict which catalyst facilitates the given reaction. From a dataset of Catalyst prediction with 721,799 reactions and 888 catalyst types from USPTO. Reactant: Cl[CH2:2][C:3]1[N:4]=[C:5]([C:9]2[CH:10]=[C:11]([CH:16]=[CH:17][CH:18]=2)[C:12]([O:14][CH3:15])=[O:13])[O:6][C:7]=1[CH3:8].C(=O)([O-])[O-].[K+].[K+].[O:25]=[CH:26][C:27]1[CH:35]=[CH:34][C:32]([OH:33])=[C:29]([O:30][CH3:31])[CH:28]=1.CN(C)C=O. Product: [CH:26]([C:27]1[CH:35]=[CH:34][C:32]([O:33][CH2:2][C:3]2[N:4]=[C:5]([C:9]3[CH:10]=[C:11]([CH:16]=[CH:17][CH:18]=3)[C:12]([O:14][CH3:15])=[O:13])[O:6][C:7]=2[CH3:8])=[C:29]([O:30][CH3:31])[CH:28]=1)=[O:25]. The catalyst class is: 6.